This data is from Full USPTO retrosynthesis dataset with 1.9M reactions from patents (1976-2016). The task is: Predict the reactants needed to synthesize the given product. (1) Given the product [Cl:19][C:7]1[CH:8]=[C:9]2[N:10]([CH2:11][O:12][CH2:13][CH2:14][Si:15]([CH3:17])([CH3:16])[CH3:18])[C:2]([O:39][C:34]3[CH:35]=[CH:36][C:37]([CH3:38])=[C:32]([I:31])[CH:33]=3)=[CH:3][C:4]2=[N:5][C:6]=1[C:20]1[CH:21]=[CH:22][C:23]([C:26]2([CH2:29][OH:30])[CH2:28][CH2:27]2)=[CH:24][CH:25]=1, predict the reactants needed to synthesize it. The reactants are: Cl[C:2]1[N:10]([CH2:11][O:12][CH2:13][CH2:14][Si:15]([CH3:18])([CH3:17])[CH3:16])[C:9]2[C:4](=[N:5][C:6]([C:20]3[CH:25]=[CH:24][C:23]([C:26]4([CH2:29][OH:30])[CH2:28][CH2:27]4)=[CH:22][CH:21]=3)=[C:7]([Cl:19])[CH:8]=2)[CH:3]=1.[I:31][C:32]1[CH:33]=[C:34]([OH:39])[CH:35]=[CH:36][C:37]=1[CH3:38].C([O-])([O-])=O.[Cs+].[Cs+]. (2) Given the product [Cl:1][C:2]1[CH:3]=[C:4]([CH:8]([OH:27])[CH:9]([CH2:15][C:16]2[CH:17]=[CH:18][C:19]([C:22]([CH2:25][CH3:26])([CH3:23])[CH3:24])=[CH:20][CH:21]=2)[C:10]([O:12][CH2:13][CH3:14])=[O:11])[CH:5]=[CH:6][CH:7]=1, predict the reactants needed to synthesize it. The reactants are: [Cl:1][C:2]1[CH:3]=[C:4]([C:8](=[O:27])[CH:9]([CH2:15][C:16]2[CH:21]=[CH:20][C:19]([C:22]([CH2:25][CH3:26])([CH3:24])[CH3:23])=[CH:18][CH:17]=2)[C:10]([O:12][CH2:13][CH3:14])=[O:11])[CH:5]=[CH:6][CH:7]=1.Cl. (3) Given the product [I:1][C:2]1[CH:3]=[C:4]2[C:8](=[CH:9][CH:10]=1)[N:7]([CH2:14][O:15][CH2:16][CH2:17][Si:18]([CH3:21])([CH3:20])[CH3:19])[N:6]=[CH:5]2, predict the reactants needed to synthesize it. The reactants are: [I:1][C:2]1[CH:3]=[C:4]2[C:8](=[CH:9][CH:10]=1)[NH:7][N:6]=[CH:5]2.[H-].[Na+].Cl[CH2:14][O:15][CH2:16][CH2:17][Si:18]([CH3:21])([CH3:20])[CH3:19].